This data is from Forward reaction prediction with 1.9M reactions from USPTO patents (1976-2016). The task is: Predict the product of the given reaction. (1) The product is: [CH:24]1[C:25]2[N:26]([C:8]3[CH:9]=[C:10]([Br:14])[CH:11]=[CH:12][CH:13]=3)[C:27]3[C:19](=[CH:18][CH:17]=[CH:16][CH:15]=3)[C:20]=2[CH:21]=[CH:22][CH:23]=1. Given the reactants CC(C)([O-])C.[Na+].I[C:8]1[CH:9]=[C:10]([Br:14])[CH:11]=[CH:12][CH:13]=1.[CH:15]1[C:27]2[NH:26][C:25]3[C:20](=[CH:21][CH:22]=[CH:23][CH:24]=3)[C:19]=2[CH:18]=[CH:17][CH:16]=1, predict the reaction product. (2) Given the reactants [CH:1]([C:4]1[N:5]([CH2:15][CH2:16][C:17]2[CH:22]=[CH:21][CH:20]=[CH:19][CH:18]=2)[CH:6]=[N:7][C:8]=1[C:9]1[CH:14]=[CH:13][CH:12]=[CH:11][CH:10]=1)([CH3:3])[CH3:2].C(C1N=CN(CCC2C=CC=CC=2)C=1C1C=CC=CC=1)(C)C.[Li+].CC([N-]C(C)C)C.CN([CH:56]=[O:57])C, predict the reaction product. The product is: [CH:1]([C:4]1[N:5]([CH2:15][CH2:16][C:17]2[CH:22]=[CH:21][CH:20]=[CH:19][CH:18]=2)[C:6]([CH:56]=[O:57])=[N:7][C:8]=1[C:9]1[CH:14]=[CH:13][CH:12]=[CH:11][CH:10]=1)([CH3:3])[CH3:2].